Dataset: Full USPTO retrosynthesis dataset with 1.9M reactions from patents (1976-2016). Task: Predict the reactants needed to synthesize the given product. Given the product [CH3:11][N:4]1[C:5]2[C:6](=[N:7][CH:8]=[CH:9][CH:10]=2)[C:2]([C:30]2[CH:29]=[CH:28][CH:27]=[C:26]([C:25]([F:36])([F:35])[F:24])[CH:31]=2)=[C:3]1[C:12]1[CH:17]=[CH:16][N:15]=[CH:14][CH:13]=1, predict the reactants needed to synthesize it. The reactants are: I[C:2]1[C:6]2=[N:7][CH:8]=[CH:9][CH:10]=[C:5]2[N:4]([CH3:11])[C:3]=1[C:12]1[CH:17]=[CH:16][N:15]=[CH:14][CH:13]=1.C(=O)([O-])[O-].[Na+].[Na+].[F:24][C:25]([F:36])([F:35])[C:26]1[CH:27]=[C:28](B(O)O)[CH:29]=[CH:30][CH:31]=1.[Cl-].[NH4+].